Dataset: Forward reaction prediction with 1.9M reactions from USPTO patents (1976-2016). Task: Predict the product of the given reaction. (1) Given the reactants Br[C:2]1[CH:3]=[C:4]([N:8]2[C:17]3[C:12](=[CH:13][CH:14]=[CH:15][N:16]=3)[C:11](=[O:18])[C:10]([C:19]([NH:21][CH2:22][CH2:23][S:24][CH3:25])=[O:20])=[CH:9]2)[CH:5]=[CH:6][CH:7]=1.Br[C:27]1[CH:32]=[CH:31][C:30]([C@@H:33]2[CH2:35][C@H:34]2[C:36]([O:38][CH2:39][CH3:40])=[O:37])=[CH:29][CH:28]=1.C([O-])([O-])=O.[Na+].[Na+], predict the reaction product. The product is: [CH3:25][S:24][CH2:23][CH2:22][NH:21][C:19]([C:10]1[C:11](=[O:18])[C:12]2[C:17](=[N:16][CH:15]=[CH:14][CH:13]=2)[N:8]([C:4]2[CH:3]=[C:2]([C:27]3[CH:32]=[CH:31][C:30]([CH:33]4[CH2:35][CH:34]4[C:36]([O:38][CH2:39][CH3:40])=[O:37])=[CH:29][CH:28]=3)[CH:7]=[CH:6][CH:5]=2)[CH:9]=1)=[O:20]. (2) The product is: [Br:1][C:2]1[CH:3]=[N:4][CH:5]=[CH:6][C:7]=1[CH2:8][NH:9][S:18]([CH2:16][CH3:17])(=[O:20])=[O:19]. Given the reactants [Br:1][C:2]1[CH:3]=[N:4][CH:5]=[CH:6][C:7]=1[CH2:8][NH2:9].C([O-])([O-])=O.[Na+].[Na+].[CH2:16]([S:18](Cl)(=[O:20])=[O:19])[CH3:17], predict the reaction product. (3) Given the reactants [Cl:1][C:2]1[CH:3]=[CH:4][C:5]2[C:10](=[O:11])O[C:8]([C:12]3[CH:17]=[CH:16][CH:15]=[CH:14][C:13]=3[O:18]C(=O)C)=[N:7][C:6]=2[CH:22]=1.[F:23][C:24]1[CH:29]=[CH:28][CH:27]=[CH:26][C:25]=1[CH2:30][CH2:31][NH2:32], predict the reaction product. The product is: [Cl:1][C:2]1[CH:22]=[C:6]2[C:5]([C:10](=[O:11])[N:32]([CH2:31][CH2:30][C:25]3[CH:26]=[CH:27][CH:28]=[CH:29][C:24]=3[F:23])[C:8]([C:12]3[CH:17]=[CH:16][CH:15]=[CH:14][C:13]=3[OH:18])=[N:7]2)=[CH:4][CH:3]=1. (4) Given the reactants CO[C:3](=[O:24])[CH2:4][NH:5][C:6]([C:8]1[C:9]2[CH:16]=[N:15][N:14]([C:17]3[CH:22]=[CH:21][C:20]([F:23])=[CH:19][CH:18]=3)[C:10]=2[CH:11]=[N:12][CH:13]=1)=[O:7].O.[NH2:26][NH2:27].O, predict the reaction product. The product is: [NH:26]([C:3]([CH2:4][NH:5][C:6]([C:8]1[C:9]2[CH:16]=[N:15][N:14]([C:17]3[CH:18]=[CH:19][C:20]([F:23])=[CH:21][CH:22]=3)[C:10]=2[CH:11]=[N:12][CH:13]=1)=[O:7])=[O:24])[NH2:27].